Dataset: Forward reaction prediction with 1.9M reactions from USPTO patents (1976-2016). Task: Predict the product of the given reaction. (1) Given the reactants [CH2:1]([O:8][N:9]1[C:14]2[N:15]=[CH:16][N:17]=[CH:18][C:13]=2[C:12](OS(C(F)(F)F)(=O)=O)=[C:11]([C:27]([O:29][CH2:30][CH3:31])=[O:28])[C:10]1=[O:32])[C:2]1[CH:7]=[CH:6][CH:5]=[CH:4][CH:3]=1.[CH3:33][O:34][C:35]1[CH:42]=[CH:41][C:38]([CH2:39][NH2:40])=[CH:37][CH:36]=1, predict the reaction product. The product is: [CH2:1]([O:8][N:9]1[C:14]2[N:15]=[CH:16][N:17]=[CH:18][C:13]=2[C:12]([NH:40][CH2:39][C:38]2[CH:41]=[CH:42][C:35]([O:34][CH3:33])=[CH:36][CH:37]=2)=[C:11]([C:27]([O:29][CH2:30][CH3:31])=[O:28])[C:10]1=[O:32])[C:2]1[CH:7]=[CH:6][CH:5]=[CH:4][CH:3]=1. (2) Given the reactants [Cl:1][C:2]([F:28])([F:27])[O:3][C:4]1[CH:9]=[CH:8][C:7]([NH:10][C:11](=[O:26])[C:12]2[CH:17]=[C:16](I)[C:15]([N:19]3[CH2:23][C@@H:22]([OH:24])[C@H:21]([OH:25])[CH2:20]3)=[N:14][CH:13]=2)=[CH:6][CH:5]=1.[CH3:29][C:30]1[C:35](B2OC(C)(C)C(C)(C)O2)=[CH:34][N:33]=[CH:32][N:31]=1.C([O-])([O-])=O.[K+].[K+], predict the reaction product. The product is: [Cl:1][C:2]([F:28])([F:27])[O:3][C:4]1[CH:9]=[CH:8][C:7]([NH:10][C:11](=[O:26])[C:12]2[CH:17]=[C:16]([C:35]3[C:30]([CH3:29])=[N:31][CH:32]=[N:33][CH:34]=3)[C:15]([N:19]3[CH2:23][C@@H:22]([OH:24])[C@H:21]([OH:25])[CH2:20]3)=[N:14][CH:13]=2)=[CH:6][CH:5]=1. (3) Given the reactants [Cl:1][C:2]1[CH:3]=[CH:4][C:5]([NH:8][C:9](=[O:34])[C:10]2[CH:15]=[CH:14][CH:13]=[CH:12][C:11]=2[NH:16][C:17]([O:19][CH:20]([CH:28]2[CH2:33][CH2:32][NH:31][CH2:30][CH2:29]2)C(OC(C)(C)C)=O)=[O:18])=[N:6][CH:7]=1.[F:35][C:36]([F:41])([F:40])[C:37]([O-:39])=[O:38], predict the reaction product. The product is: [F:35][C:36]([F:41])([F:40])[C:37]([OH:39])=[O:38].[Cl:1][C:2]1[CH:3]=[CH:4][C:5]([NH:8][C:9](=[O:34])[C:10]2[CH:15]=[CH:14][CH:13]=[CH:12][C:11]=2[NH:16][C:17]([O:19][CH2:20][CH:28]2[CH2:33][CH2:32][NH:31][CH2:30][CH2:29]2)=[O:18])=[N:6][CH:7]=1.